From a dataset of Forward reaction prediction with 1.9M reactions from USPTO patents (1976-2016). Predict the product of the given reaction. (1) Given the reactants [C:1]([NH:4][CH:5]([C:11]([O:13]CC)=[O:12])[C:6](OCC)=O)(=[O:3])C.[Na].BrC[CH2:19][CH2:20][CH2:21][CH2:22][CH2:23][CH2:24][CH2:25][CH2:26][CH3:27].C(OC([O:30][C:31]([CH3:34])([CH3:33])[CH3:32])=O)([O:30][C:31]([CH3:34])([CH3:33])[CH3:32])=O.S([O-])(O)(=O)=O.[K+], predict the reaction product. The product is: [C:31]([O:30][C:1]([NH:4][CH:5]([CH2:6][CH2:27][CH2:26][CH2:25][CH2:24][CH2:23][CH2:22][CH2:21][CH2:20][CH3:19])[C:11]([OH:13])=[O:12])=[O:3])([CH3:34])([CH3:33])[CH3:32]. (2) The product is: [NH2:30][C:27]1[CH:28]=[CH:29][C:24]([O:23][CH2:22][CH2:21][CH2:20][CH2:19][Si:16]([CH3:17])([CH3:18])[O:15][Si:14]([CH3:35])([CH3:34])[O:13][Si:12]([CH3:37])([CH3:36])[O:11][Si:10]([CH2:9][CH2:8][CH2:7][CH2:6][O:5][C:4]2[CH:40]=[CH:41][C:42]([NH2:43])=[C:2]([F:1])[CH:3]=2)([CH3:38])[CH3:39])=[CH:25][C:26]=1[F:33]. Given the reactants [F:1][C:2]1[CH:3]=[C:4]([CH:40]=[CH:41][C:42]=1[N+:43]([O-])=O)[O:5][CH2:6][CH2:7][CH2:8][CH2:9][Si:10]([CH3:39])([CH3:38])[O:11][Si:12]([CH3:37])([CH3:36])[O:13][Si:14]([CH3:35])([CH3:34])[O:15][Si:16]([CH2:19][CH2:20][CH2:21][CH2:22][O:23][C:24]1[CH:29]=[CH:28][C:27]([N+:30]([O-])=O)=[C:26]([F:33])[CH:25]=1)([CH3:18])[CH3:17].[H][H], predict the reaction product.